From a dataset of NCI-60 drug combinations with 297,098 pairs across 59 cell lines. Regression. Given two drug SMILES strings and cell line genomic features, predict the synergy score measuring deviation from expected non-interaction effect. Drug 1: C1CC(=O)NC(=O)C1N2CC3=C(C2=O)C=CC=C3N. Drug 2: CC1CCC2CC(C(=CC=CC=CC(CC(C(=O)C(C(C(=CC(C(=O)CC(OC(=O)C3CCCCN3C(=O)C(=O)C1(O2)O)C(C)CC4CCC(C(C4)OC)O)C)C)O)OC)C)C)C)OC. Cell line: NCI-H522. Synergy scores: CSS=22.9, Synergy_ZIP=-2.45, Synergy_Bliss=-0.825, Synergy_Loewe=-12.3, Synergy_HSA=1.22.